This data is from hERG potassium channel inhibition data for cardiac toxicity prediction from Karim et al.. The task is: Regression/Classification. Given a drug SMILES string, predict its toxicity properties. Task type varies by dataset: regression for continuous values (e.g., LD50, hERG inhibition percentage) or binary classification for toxic/non-toxic outcomes (e.g., AMES mutagenicity, cardiotoxicity, hepatotoxicity). Dataset: herg_karim. (1) The drug is COc1ccc(NC(=O)c2ccc(C(=N)N(C)C)cc2F)c(C(=O)Nc2ccc(Cl)cn2)c1. The result is 1 (blocker). (2) The molecule is N#CC1(c2cccc(C(=O)Nc3cc(Oc4ccc5nc(NC(=O)C6CC6)sc5n4)ccc3F)c2Cl)CC1. The result is 0 (non-blocker). (3) The drug is CCOc1ccccc1C(=O)N(CC1CCC1)C1CCNC1. The result is 0 (non-blocker). (4) The compound is COc1ccc(NC(=O)NS(=O)(=O)c2ccc(OCCCN3CCCCC3)cc2)cc1. The result is 0 (non-blocker).